From a dataset of Forward reaction prediction with 1.9M reactions from USPTO patents (1976-2016). Predict the product of the given reaction. Given the reactants [CH3:1][CH:2]([C:5]1[C:9]([C:10]([O:12][CH2:13][CH3:14])=[O:11])=[CH:8][NH:7][N:6]=1)[CH2:3][CH3:4].Cl[C:16]1[CH:21]=[CH:20][C:19]([C:22]([F:25])([F:24])[F:23])=[CH:18][N:17]=1.C(=O)([O-])[O-].[K+].[K+].Cl, predict the reaction product. The product is: [CH3:1][CH:2]([C:5]1[C:9]([C:10]([O:12][CH2:13][CH3:14])=[O:11])=[CH:8][N:7]([C:16]2[CH:21]=[CH:20][C:19]([C:22]([F:25])([F:24])[F:23])=[CH:18][N:17]=2)[N:6]=1)[CH2:3][CH3:4].